Dataset: Reaction yield outcomes from USPTO patents with 853,638 reactions. Task: Predict the reaction yield, written as a fraction of the theoretical maximum amount of product (1.0 means a 100% yield; for example, 0.34 means a 34% yield). (1) The reactants are [OH-].[Na+].[CH2:3]([C:5]1[O:9][N:8]=[C:7]([C:10]([O:12]CC)=[O:11])[CH:6]=1)[CH3:4]. The catalyst is O.CO. The product is [CH2:3]([C:5]1[O:9][N:8]=[C:7]([C:10]([OH:12])=[O:11])[CH:6]=1)[CH3:4]. The yield is 0.580. (2) The reactants are [OH:1][C:2]1[CH:11]=[CH:10][C:9]2[N:8]=[C:7]([C:12]3[CH:17]=[CH:16][CH:15]=[CH:14][CH:13]=3)[C:6]([C:18]3[CH:23]=[CH:22][CH:21]=[CH:20][CH:19]=3)=[N:5][C:4]=2[C:3]=1[C:24](O)=[O:25].Cl.[CH2:28]([O:30][C:31](=[O:34])[CH2:32][NH2:33])[CH3:29].C(N(CC)CC)C.C1CN([P+](ON2N=NC3C=CC=CC2=3)(N2CCCC2)N2CCCC2)CC1.F[P-](F)(F)(F)(F)F. The catalyst is ClCCl. The product is [OH:1][C:2]1[C:3]([C:24]([NH:33][CH2:32][C:31]([O:30][CH2:28][CH3:29])=[O:34])=[O:25])=[C:4]2[C:9](=[CH:10][CH:11]=1)[N:8]=[C:7]([C:12]1[CH:13]=[CH:14][CH:15]=[CH:16][CH:17]=1)[C:6]([C:18]1[CH:23]=[CH:22][CH:21]=[CH:20][CH:19]=1)=[N:5]2. The yield is 0.840. (3) The catalyst is C1C=CC(/C=C/C(/C=C/C2C=CC=CC=2)=O)=CC=1.C1C=CC(/C=C/C(/C=C/C2C=CC=CC=2)=O)=CC=1.C1C=CC(/C=C/C(/C=C/C2C=CC=CC=2)=O)=CC=1.[Pd].[Pd].CC1(C)C2C(=C(P(C3C=CC=CC=3)C3C=CC=CC=3)C=CC=2)OC2C(P(C3C=CC=CC=3)C3C=CC=CC=3)=CC=CC1=2.O1CCOCC1. The yield is 0.930. The product is [CH3:11][N:12]1[CH2:17][CH2:16][N:15]([C:2]2[C:7]([N+:8]([O-:10])=[O:9])=[CH:6][CH:5]=[CH:4][N:3]=2)[CH2:14][CH2:13]1. The reactants are Cl[C:2]1[C:7]([N+:8]([O-:10])=[O:9])=[CH:6][CH:5]=[CH:4][N:3]=1.[CH3:11][N:12]1[CH2:17][CH2:16][NH:15][CH2:14][CH2:13]1.C(=O)([O-])[O-].[Cs+].[Cs+]. (4) The reactants are [F:1][C:2]1[CH:7]=[C:6]([N+:8]([O-:10])=[O:9])[C:5]([F:11])=[CH:4][C:3]=1F.[NH:13]1[C:17]2[N:18]=[CH:19][CH:20]=[C:21]([OH:22])[C:16]=2[CH:15]=[CH:14]1. No catalyst specified. The product is [F:1][C:2]1[CH:7]=[C:6]([N+:8]([O-:10])=[O:9])[C:5]([F:11])=[CH:4][C:3]=1[O:22][C:21]1[CH:20]=[CH:19][N:18]=[C:17]2[NH:13][CH:14]=[CH:15][C:16]=12. The yield is 0.400. (5) The product is [C:18]([C:15]1[CH:14]=[CH:13][C:12]([C:9]2[CH:10]=[CH:11][C:6](/[C:4](/[CH3:5])=[CH:3]/[CH2:2][O:1][C:34]3[CH:33]=[CH:32][C:31]([CH2:30][C@H:24]([O:23][CH2:21][CH3:22])[C:25]([O:27][CH2:28][CH3:29])=[O:26])=[CH:36][CH:35]=3)=[CH:7][CH:8]=2)=[CH:17][CH:16]=1)(=[O:20])[CH3:19]. The yield is 0.750. The reactants are [OH:1][CH2:2]/[CH:3]=[C:4](/[C:6]1[CH:11]=[CH:10][C:9]([C:12]2[CH:17]=[CH:16][C:15]([C:18](=[O:20])[CH3:19])=[CH:14][CH:13]=2)=[CH:8][CH:7]=1)\[CH3:5].[CH2:21]([O:23][C@@H:24]([CH2:30][C:31]1[CH:36]=[CH:35][C:34](O)=[CH:33][CH:32]=1)[C:25]([O:27][CH2:28][CH3:29])=[O:26])[CH3:22]. No catalyst specified.